From a dataset of Full USPTO retrosynthesis dataset with 1.9M reactions from patents (1976-2016). Predict the reactants needed to synthesize the given product. (1) Given the product [C:1]([Si:5]([CH3:8])([CH3:7])[O:15][CH:13]1[CH2:14][O:10][NH:11][CH2:12]1)([CH3:4])([CH3:3])[CH3:2], predict the reactants needed to synthesize it. The reactants are: [C:1]([Si:5]([CH3:8])([CH3:7])Cl)([CH3:4])([CH3:3])[CH3:2].Cl.[O:10]1[CH2:14][CH:13]([OH:15])[CH2:12][NH:11]1. (2) Given the product [Cl:1][C:2]1[CH:10]=[CH:9][C:5]([C:6]([O:8][CH2:13][CH3:14])=[O:7])=[CH:4][C:3]=1[O:25][CH2:24][CH3:15], predict the reactants needed to synthesize it. The reactants are: [Cl:1][C:2]1[CH:10]=[CH:9][C:5]([C:6]([OH:8])=[O:7])=[CH:4][C:3]=1O.I[CH2:13][CH3:14].[C:15](=O)([O-])[O-].[K+].[K+].CN([CH:24]=[O:25])C.